This data is from Catalyst prediction with 721,799 reactions and 888 catalyst types from USPTO. The task is: Predict which catalyst facilitates the given reaction. The catalyst class is: 2. Reactant: [CH3:1][S:2](Cl)(=[O:4])=[O:3].[C:6]([N:13]1[CH2:18][CH2:17][CH:16]([OH:19])[CH2:15][CH2:14]1)([O:8][C:9]([CH3:12])([CH3:11])[CH3:10])=[O:7].CCN(CC)CC. Product: [C:6]([N:13]1[CH2:18][CH2:17][CH:16]([O:19][S:2]([CH3:1])(=[O:4])=[O:3])[CH2:15][CH2:14]1)([O:8][C:9]([CH3:12])([CH3:11])[CH3:10])=[O:7].